From a dataset of Catalyst prediction with 721,799 reactions and 888 catalyst types from USPTO. Predict which catalyst facilitates the given reaction. (1) Reactant: C([O:3][C:4]([C:6]1([CH2:18][C:19]2[CH:24]=[CH:23][CH:22]=[CH:21][CH:20]=2)[CH2:10][CH2:9][N:8]([CH2:11][C:12]2[CH:17]=[CH:16][CH:15]=[CH:14][CH:13]=2)[CH2:7]1)=[O:5])C.[OH-].[Na+]. Product: [CH2:11]([N:8]1[CH2:9][CH2:10][C:6]([CH2:18][C:19]2[CH:24]=[CH:23][CH:22]=[CH:21][CH:20]=2)([C:4]([OH:5])=[O:3])[CH2:7]1)[C:12]1[CH:13]=[CH:14][CH:15]=[CH:16][CH:17]=1. The catalyst class is: 5. (2) Reactant: [F:1][C:2]1[CH:7]=[CH:6][C:5]([N:8]2[C:12]([NH:13][C:14](=[O:22])OC3C=CC=CC=3)=[CH:11][C:10]([C:23]([F:26])([F:25])[F:24])=[N:9]2)=[CH:4][CH:3]=1.[CH3:27][O:28][C:29]1[CH:30]=[C:31]2[C:36](=[CH:37][C:38]=1[O:39][CH2:40][CH2:41][O:42][CH3:43])[N:35]=[CH:34][N:33]=[C:32]2[O:44][C:45]1[CH:46]=[C:47]([CH:49]=[CH:50][CH:51]=1)[NH2:48]. Product: [F:1][C:2]1[CH:3]=[CH:4][C:5]([N:8]2[C:12]([NH:13][C:14]([NH:48][C:47]3[CH:49]=[CH:50][CH:51]=[C:45]([O:44][C:32]4[C:31]5[C:36](=[CH:37][C:38]([O:39][CH2:40][CH2:41][O:42][CH3:43])=[C:29]([O:28][CH3:27])[CH:30]=5)[N:35]=[CH:34][N:33]=4)[CH:46]=3)=[O:22])=[CH:11][C:10]([C:23]([F:24])([F:25])[F:26])=[N:9]2)=[CH:6][CH:7]=1. The catalyst class is: 630. (3) Reactant: [CH:1]1([C:5]([NH:7][CH2:8][C:9](OCC)=[O:10])=O)[CH2:4][CH2:3][CH2:2]1.Cl.ClCCl. Product: [NH3:7].[CH:1]1([CH2:5][NH:7][CH2:8][CH2:9][OH:10])[CH2:4][CH2:3][CH2:2]1. The catalyst class is: 83. (4) Reactant: C1C=C[NH+]=CC=1.[O-][Cr](Cl)(=O)=O.[OH:12][CH:13]([C:24]1[CH:29]=[CH:28][CH:27]=[C:26]([I:30])[CH:25]=1)[CH2:14][CH2:15][NH:16][C:17](=[O:23])[O:18][C:19]([CH3:22])([CH3:21])[CH3:20]. Product: [I:30][C:26]1[CH:25]=[C:24]([C:13](=[O:12])[CH2:14][CH2:15][NH:16][C:17](=[O:23])[O:18][C:19]([CH3:20])([CH3:21])[CH3:22])[CH:29]=[CH:28][CH:27]=1. The catalyst class is: 2. (5) Reactant: [NH2:1][C:2]1[C:7]([N+:8]([O-])=O)=[CH:6][CH:5]=[CH:4][C:3]=1[O:11][CH3:12]. Product: [NH2:1][C:2]1[C:7]([NH2:8])=[CH:6][CH:5]=[CH:4][C:3]=1[O:11][CH3:12]. The catalyst class is: 78. (6) Reactant: [CH3:1][N:2]([CH2:4][C:5]1[CH:14]=[CH:13][C:8]([C:9]([O:11]C)=[O:10])=[CH:7][C:6]=1[O:15][CH3:16])[CH3:3].Cl. Product: [CH3:3][N:2]([CH2:4][C:5]1[CH:14]=[CH:13][C:8]([C:9]([OH:11])=[O:10])=[CH:7][C:6]=1[O:15][CH3:16])[CH3:1]. The catalyst class is: 273. (7) Reactant: [H-].[Na+].[C:3]([O:7][C:8](=[O:21])[N:9]([C@H:11]([C:16]1[O:17][CH:18]=[CH:19][CH:20]=1)[C@H:12]([CH3:15])[CH2:13][OH:14])[CH3:10])([CH3:6])([CH3:5])[CH3:4].Br[CH2:23][C:24]([OH:26])=[O:25].[I-].[Na+]. Product: [C:3]([O:7][C:8]([N:9]([CH3:10])[C@H:11]([C:16]1[O:17][CH:18]=[CH:19][CH:20]=1)[C@H:12]([CH3:15])[CH2:13][O:14][CH2:23][C:24]([OH:26])=[O:25])=[O:21])([CH3:4])([CH3:5])[CH3:6]. The catalyst class is: 1. (8) Reactant: CC(OI1(OC(C)=O)(OC(C)=O)OC(=O)C2C=CC=CC1=2)=O.[CH2:23]([O:30][C:31]([N:33]1[CH2:39][CH2:38][CH2:37][CH2:36][CH:35]([CH2:40][OH:41])[CH2:34]1)=[O:32])[C:24]1[CH:29]=[CH:28][CH:27]=[CH:26][CH:25]=1. Product: [CH2:23]([O:30][C:31]([N:33]1[CH2:39][CH2:38][CH2:37][CH2:36][CH:35]([CH:40]=[O:41])[CH2:34]1)=[O:32])[C:24]1[CH:29]=[CH:28][CH:27]=[CH:26][CH:25]=1. The catalyst class is: 2. (9) Reactant: [Cl:1][C:2]1[CH:7]=[CH:6][CH:5]=[C:4]([N:8]=[C:9]=[O:10])[CH:3]=1.[C:11]([N:15]1[CH2:20][CH2:19][N:18](C(OC(C)(C)C)=O)[C@@H:17]([C:28]([N:30]2[CH2:35][CH2:34][NH:33][CH2:32][CH2:31]2)=[O:29])[CH2:16]1)([CH3:14])([CH3:13])[CH3:12]. Product: [NH3:8].[CH3:9][OH:10].[C:11]([N:15]1[CH2:20][CH2:19][NH:18][C@@H:17]([C:28]([N:30]2[CH2:35][CH2:34][N:33]([C:9]([NH:8][C:4]3[CH:5]=[CH:6][CH:7]=[C:2]([Cl:1])[CH:3]=3)=[O:10])[CH2:32][CH2:31]2)=[O:29])[CH2:16]1)([CH3:14])([CH3:12])[CH3:13]. The catalyst class is: 2. (10) Reactant: [F:1][C:2]1[CH:7]=[CH:6][C:5]([C:8](=[O:19])[CH2:9][C:10]2[CH:18]=[CH:17][C:13](C(O)=O)=[CH:12][CH:11]=2)=[CH:4][CH:3]=1.CN(C1C2C([N:33]([CH3:35])C)=CC=CC=2C=CC=1)C.C1(P(N=[N+]=[N-])(C2C=CC=CC=2)=[O:43])C=CC=CC=1.[CH3:53][C:54]1[CH:60]=[CH:59][C:58]([CH3:61])=[CH:57][C:55]=1[NH2:56]. Product: [CH3:53][C:54]1[CH:60]=[CH:59][C:58]([CH3:61])=[CH:57][C:55]=1[N:56]([C:13]1[CH:12]=[CH:11][C:10]([CH2:9][C:8]([C:5]2[CH:4]=[CH:3][C:2]([F:1])=[CH:7][CH:6]=2)=[O:19])=[CH:18][CH:17]=1)[C:35]([NH2:33])=[O:43]. The catalyst class is: 10.